This data is from NCI-60 drug combinations with 297,098 pairs across 59 cell lines. The task is: Regression. Given two drug SMILES strings and cell line genomic features, predict the synergy score measuring deviation from expected non-interaction effect. (1) Drug 1: CN1CCC(CC1)COC2=C(C=C3C(=C2)N=CN=C3NC4=C(C=C(C=C4)Br)F)OC. Drug 2: CC1CCCC2(C(O2)CC(NC(=O)CC(C(C(=O)C(C1O)C)(C)C)O)C(=CC3=CSC(=N3)C)C)C. Cell line: BT-549. Synergy scores: CSS=4.09, Synergy_ZIP=2.02, Synergy_Bliss=7.81, Synergy_Loewe=3.29, Synergy_HSA=5.11. (2) Drug 1: CCN(CC)CCNC(=O)C1=C(NC(=C1C)C=C2C3=C(C=CC(=C3)F)NC2=O)C. Drug 2: CN(CCCl)CCCl.Cl. Cell line: HS 578T. Synergy scores: CSS=-2.23, Synergy_ZIP=-0.0929, Synergy_Bliss=-0.926, Synergy_Loewe=-2.98, Synergy_HSA=-2.94. (3) Drug 1: C1CCC(C1)C(CC#N)N2C=C(C=N2)C3=C4C=CNC4=NC=N3. Drug 2: CC1=C2C(C(=O)C3(C(CC4C(C3C(C(C2(C)C)(CC1OC(=O)C(C(C5=CC=CC=C5)NC(=O)OC(C)(C)C)O)O)OC(=O)C6=CC=CC=C6)(CO4)OC(=O)C)O)C)O. Cell line: K-562. Synergy scores: CSS=48.7, Synergy_ZIP=11.3, Synergy_Bliss=13.8, Synergy_Loewe=-13.3, Synergy_HSA=11.3. (4) Drug 1: CC1=CC2C(CCC3(C2CCC3(C(=O)C)OC(=O)C)C)C4(C1=CC(=O)CC4)C. Drug 2: CC1=C2C(C(=O)C3(C(CC4C(C3C(C(C2(C)C)(CC1OC(=O)C(C(C5=CC=CC=C5)NC(=O)OC(C)(C)C)O)O)OC(=O)C6=CC=CC=C6)(CO4)OC(=O)C)O)C)O. Cell line: SN12C. Synergy scores: CSS=49.2, Synergy_ZIP=5.62, Synergy_Bliss=6.34, Synergy_Loewe=-69.1, Synergy_HSA=8.11. (5) Cell line: UO-31. Drug 1: CS(=O)(=O)C1=CC(=C(C=C1)C(=O)NC2=CC(=C(C=C2)Cl)C3=CC=CC=N3)Cl. Drug 2: CN1C2=C(C=C(C=C2)N(CCCl)CCCl)N=C1CCCC(=O)O.Cl. Synergy scores: CSS=58.1, Synergy_ZIP=13.3, Synergy_Bliss=14.0, Synergy_Loewe=16.1, Synergy_HSA=16.1. (6) Drug 1: C1=CN(C(=O)N=C1N)C2C(C(C(O2)CO)O)O.Cl. Drug 2: C1=NC2=C(N1)C(=S)N=CN2. Cell line: BT-549. Synergy scores: CSS=37.7, Synergy_ZIP=-6.97, Synergy_Bliss=-5.94, Synergy_Loewe=-2.86, Synergy_HSA=-0.577. (7) Drug 1: CN(CC1=CN=C2C(=N1)C(=NC(=N2)N)N)C3=CC=C(C=C3)C(=O)NC(CCC(=O)O)C(=O)O. Drug 2: COCCOC1=C(C=C2C(=C1)C(=NC=N2)NC3=CC=CC(=C3)C#C)OCCOC.Cl. Cell line: SK-OV-3. Synergy scores: CSS=3.20, Synergy_ZIP=-3.97, Synergy_Bliss=-1.01, Synergy_Loewe=-6.46, Synergy_HSA=-6.15.